Dataset: HIV replication inhibition screening data with 41,000+ compounds from the AIDS Antiviral Screen. Task: Binary Classification. Given a drug SMILES string, predict its activity (active/inactive) in a high-throughput screening assay against a specified biological target. (1) The molecule is CC1=C(C(=O)Nc2ccc(Cl)c(C(=O)OC(C)C)c2)SCCO1. The result is 1 (active). (2) The drug is O=C1NCCCCC1CCC=Cc1ccccc1. The result is 0 (inactive). (3) The compound is NC(=O)C(O)C(O)C(N)=O. The result is 0 (inactive). (4) The drug is COC(=O)CN1C(=O)c2cccc3cc(N)cc(c23)C1=O. The result is 0 (inactive). (5) The drug is O=C1C(=Cc2cccc3ccccc23)Cc2ccccc21. The result is 0 (inactive). (6) The molecule is C1CSCCSCCCSCCSCCCSCCSCCCSCCSC1. The result is 0 (inactive). (7) The drug is [N-]=[N+]=N[IH2]1OC(=O)c2ccccc21. The result is 1 (active).